Dataset: CYP2D6 inhibition data for predicting drug metabolism from PubChem BioAssay. Task: Regression/Classification. Given a drug SMILES string, predict its absorption, distribution, metabolism, or excretion properties. Task type varies by dataset: regression for continuous measurements (e.g., permeability, clearance, half-life) or binary classification for categorical outcomes (e.g., BBB penetration, CYP inhibition). Dataset: cyp2d6_veith. (1) The drug is CN(C)c1oc(-c2ccccc2)nc1C#N. The result is 0 (non-inhibitor). (2) The compound is c1ccc(Cn2c(CN3CCCC3)nc3ccccc32)cc1. The result is 1 (inhibitor). (3) The molecule is Cc1nn2c3c(cnc2c1-c1ccccc1)C(=O)CC(c1ccccc1)C3. The result is 0 (non-inhibitor). (4) The result is 0 (non-inhibitor). The compound is N#CCCn1c(=O)cnc2cnc(OCc3ccccc3)nc21. (5) The drug is COCC(=O)N1CCC2(CC1)CN(Cc1ccccc1OC)C2. The result is 0 (non-inhibitor).